This data is from Full USPTO retrosynthesis dataset with 1.9M reactions from patents (1976-2016). The task is: Predict the reactants needed to synthesize the given product. (1) Given the product [N:26]([C@H:1]1[C:10]2[C:5](=[CH:6][CH:7]=[CH:8][CH:9]=2)[CH2:4][CH2:3][CH2:2]1)=[N+:27]=[N-:28], predict the reactants needed to synthesize it. The reactants are: [C@@H:1]1(O)[C:10]2[C:5](=[CH:6][CH:7]=[CH:8][CH:9]=2)[CH2:4][CH2:3][CH2:2]1.C1(P([N:26]=[N+:27]=[N-:28])(C2C=CC=CC=2)=O)C=CC=CC=1.C1(C2CCCCCCCCCC=2)CCCCCCCCNN=1.O. (2) Given the product [Cl:41][C:38]1[CH:39]=[CH:40][C:35]([O:34][C:31]2[CH:32]=[CH:33][C:28]([CH2:27][CH2:26][O:25][C:23]3[NH:46][CH:2]=[C:3]([CH2:8][C:9]4[CH:10]=[N:11][CH:12]=[N:13][CH:14]=4)[C:4](=[O:6])[N:24]=3)=[CH:29][CH:30]=2)=[CH:36][C:37]=1[C:42]([F:43])([F:44])[F:45], predict the reactants needed to synthesize it. The reactants are: O/[CH:2]=[C:3](\[CH2:8][C:9]1[CH:10]=[N:11][CH:12]=[N:13][CH:14]=1)/[C:4]([O:6]C)=O.OS(C(F)(F)F)(=O)=O.[C:23](=[NH:46])([O:25][CH2:26][CH2:27][C:28]1[CH:33]=[CH:32][C:31]([O:34][C:35]2[CH:40]=[CH:39][C:38]([Cl:41])=[C:37]([C:42]([F:45])([F:44])[F:43])[CH:36]=2)=[CH:30][CH:29]=1)[NH2:24].C([O-])([O-])=O.[K+].[K+]. (3) Given the product [ClH:16].[C:1]1(=[NH:15])[C:13]2[C:5]([C:6]3[C:11]([CH:12]=2)=[CH:10][CH:9]=[CH:8][CH:7]=3)=[CH:4][CH:3]=[CH:2]1, predict the reactants needed to synthesize it. The reactants are: [C:1]1(=O)[C:13]2[C:5]([C:6]3[C:11]([CH:12]=2)=[CH:10][CH:9]=[CH:8][CH:7]=3)=[CH:4][CH:3]=[CH:2]1.[NH3:15].[ClH:16].